This data is from Reaction yield outcomes from USPTO patents with 853,638 reactions. The task is: Predict the reaction yield, written as a fraction of the theoretical maximum amount of product (1.0 means a 100% yield; for example, 0.34 means a 34% yield). The reactants are [OH:1][C:2]([C:13]1[CH:18]=[CH:17][N:16]=[C:15]([O:19][CH3:20])[C:14]=1[CH2:21][OH:22])([CH2:11][CH3:12])[CH2:3][C:4]([O:6]C(C)(C)C)=O.FC(F)(F)C(O)=O. The catalyst is C1(C)C=CC=CC=1. The product is [CH2:11]([C:2]1([OH:1])[C:13]2[C:14](=[C:15]([O:19][CH3:20])[N:16]=[CH:17][CH:18]=2)[CH2:21][O:22][C:4](=[O:6])[CH2:3]1)[CH3:12]. The yield is 0.890.